From a dataset of Catalyst prediction with 721,799 reactions and 888 catalyst types from USPTO. Predict which catalyst facilitates the given reaction. (1) Reactant: [C:1]([O:5][C:6](=[O:40])[NH:7][C:8]1([C:12]2[CH:17]=[CH:16][C:15]([C:18]3[C:27]([C:28]4[CH:33]=[CH:32][CH:31]=[CH:30][CH:29]=4)=[CH:26][C:25]4[C:24](=O)[C:23](=[C:35](SC)SC)[CH2:22][CH2:21][C:20]=4[N:19]=3)=[CH:14][CH:13]=2)[CH2:11][CH2:10][CH2:9]1)([CH3:4])([CH3:3])[CH3:2].[CH3:41][NH2:42].O.[NH2:44][NH2:45]. Product: [C:1]([O:5][C:6](=[O:40])[NH:7][C:8]1([C:12]2[CH:17]=[CH:16][C:15]([C:18]3[C:27]([C:28]4[CH:33]=[CH:32][CH:31]=[CH:30][CH:29]=4)=[CH:26][C:25]4[C:24]5=[N:44][NH:45][C:35]([NH:42][CH3:41])=[C:23]5[CH2:22][CH2:21][C:20]=4[N:19]=3)=[CH:14][CH:13]=2)[CH2:9][CH2:10][CH2:11]1)([CH3:2])([CH3:4])[CH3:3]. The catalyst class is: 8. (2) Product: [OH:28][C:25]([C:24]1[C:19]([O:1][C@H:2]2[CH2:7][N:6]([C:8]([O:10][C:11]([CH3:14])([CH3:13])[CH3:12])=[O:9])[C@H:5]([CH3:15])[CH2:4][CH2:3]2)=[N:20][CH:21]=[CH:22][CH:23]=1)([CH3:27])[CH3:26]. The catalyst class is: 16. Reactant: [OH:1][C@H:2]1[CH2:7][N:6]([C:8]([O:10][C:11]([CH3:14])([CH3:13])[CH3:12])=[O:9])[C@H:5]([CH3:15])[CH2:4][CH2:3]1.[H-].[Na+].F[C:19]1[C:24]([C:25]([OH:28])([CH3:27])[CH3:26])=[CH:23][CH:22]=[CH:21][N:20]=1. (3) Reactant: [N:1]1([C:7]([O:9][C:10]([CH3:13])([CH3:12])[CH3:11])=[O:8])[CH2:6][CH2:5][NH:4][CH2:3][CH2:2]1.[Cl:14][CH2:15][C:16](Cl)=[O:17].C(N(CC)CC)C. Product: [Cl:14][CH2:15][C:16]([N:4]1[CH2:5][CH2:6][N:1]([C:7]([O:9][C:10]([CH3:13])([CH3:12])[CH3:11])=[O:8])[CH2:2][CH2:3]1)=[O:17]. The catalyst class is: 4.